Dataset: Drug-target binding data from BindingDB using Ki measurements. Task: Regression. Given a target protein amino acid sequence and a drug SMILES string, predict the binding affinity score between them. We predict pKi (pKi = -log10(Ki in M); higher means stronger inhibition). Dataset: bindingdb_ki. (1) The drug is Cc1cncn1-c1nccc(CCNCCCc2cccc(F)c2)n1.Cl. The target protein (P29476) has sequence MEENTFGVQQIQPNVISVRLFKRKVGGLGFLVKERVSKPPVIISDLIRGGAAEQSGLIQAGDIILAVNDRPLVDLSYDSALEVLRGIASETHVVLILRGPEGFTTHLETTFTGDGTPKTIRVTQPLGPPTKAVDLSHQPSASKDQSLAVDRVTGLGNGPQHAQGHGQGAGSVSQANGVAIDPTMKSTKANLQDIGEHDELLKEIEPVLSILNSGSKATNRGGPAKAEMKDTGIQVDRDLDGKSHKAPPLGGDNDRVFNDLWGKDNVPVILNNPYSEKEQSPTSGKQSPTKNGSPSRCPRFLKVKNWETDVVLTDTLHLKSTLETGCTEHICMGSIMLPSQHTRKPEDVRTKDQLFPLAKEFLDQYYSSIKRFGSKAHMDRLEEVNKEIESTSTYQLKDTELIYGAKHAWRNASRCVGRIQWSKLQVFDARDCTTAHGMFNYICNHVKYATNKGNLRSAITIFPQRTDGKHDFRVWNSQLIRYAGYKQPDGSTLGDPANVQ.... The pKi is 7.2. (2) The drug is CC1[C@H](O)CC(=C/C=C2\CCC[C@@]3(C)[C@H]2CC[C@@H]3[C@@H](C)CCC[C@H](C)O)C[C@H]1O. The target protein (P13053) has sequence MEATAASTSLPDPGDFDRNVPRICGVCGDRATGFHFNAMTCEGCKGFFRRSMKRKALFTCPFNGDCRITKDNRRHCQACRLKRCVDIGMMKEFILTDEEVQRKREMIMKRKEEEALKDSLRPKLSEEQQHIIAILLDAHHKTYDPTYADFRDFRPPVRMDGSTGSYSPRPTLSFSGNSSSSSSDLYTTSLDMMEPSGFSNLDLNGEDSDDPSVTLDLSPLSMLPHLADLVSYSIQKVIGFAKMIPGFRDLTSDDQIVLLKSSAIEVIMLRSNQSFTMDDMSWDCGSQDYKYDVTDVSKAGHTLELIEPLIKFQVGLKKLNLHEEEHVLLMAICIVSPDRPGVQDAKLVEAIQDRLSNTLQTYIRCRHPPPGSHQLYAKMIQKLADLRSLNEEHSKQYRSLSFQPENSMKLTPLVLEVFGNEIS. The pKi is 9.2.